Dataset: Tox21: 12 toxicity assays (nuclear receptors and stress response pathways). Task: Binary classification across 12 toxicity assays. (1) The compound is Cc1c(OCC(F)(F)F)ccnc1CS(=O)c1nc2ccccc2[nH]1. It tested positive (active) for: NR-AhR (Aryl hydrocarbon Receptor agonist activity), and SR-ARE (Antioxidant Response Element (oxidative stress)). (2) The compound is O=C([O-])C(F)(F)C(F)(F)C(F)(F)C(F)(F)C(F)(F)C(F)(F)C(F)(F)F. It tested positive (active) for: SR-ARE (Antioxidant Response Element (oxidative stress)). (3) The drug is CC#CCC(C)[C@H](O)/C=C/C1[C@H]2C/C(=C/CCCC(=O)O)C[C@H]2C[C@H]1O. It tested positive (active) for: NR-ER (Estrogen Receptor agonist activity). (4) The molecule is C[C@]12CC[C@@H]3c4ccc(OC(=O)N(CCCl)CCCl)cc4CC[C@H]3[C@@H]1CC[C@@H]2OP(=O)(O)O. It tested positive (active) for: NR-AR (Androgen Receptor agonist activity), NR-ER (Estrogen Receptor agonist activity), NR-ER-LBD (Estrogen Receptor Ligand Binding Domain agonist), and SR-p53 (p53 tumor suppressor activation).